Dataset: Forward reaction prediction with 1.9M reactions from USPTO patents (1976-2016). Task: Predict the product of the given reaction. (1) Given the reactants [CH3:1][C:2]1[CH:7]=[C:6]([C:8]2[CH:13]=[CH:12][C:11]([NH2:14])=[CH:10][CH:9]=2)[CH:5]=[CH:4][N:3]=1.[C:15](N1C=CN=C1)(N1C=CN=C1)=[O:16].[O:27]1[C:31]2[CH:32]=[CH:33][C:34]([C:36]([NH2:39])([CH3:38])[CH3:37])=[CH:35][C:30]=2[CH:29]=[CH:28]1.C(N(CC)CC)C, predict the reaction product. The product is: [O:27]1[C:31]2[CH:32]=[CH:33][C:34]([C:36]([NH:39][C:15]([NH:14][C:11]3[CH:12]=[CH:13][C:8]([C:6]4[CH:5]=[CH:4][N:3]=[C:2]([CH3:1])[CH:7]=4)=[CH:9][CH:10]=3)=[O:16])([CH3:37])[CH3:38])=[CH:35][C:30]=2[CH:29]=[CH:28]1. (2) Given the reactants [H-].[Na+].Cl[C:4]1[CH:9]=[C:8]([Cl:10])[N:7]=[CH:6][C:5]=1[C:11]([N:13]([CH2:15][CH2:16][OH:17])[CH3:14])=[O:12].O, predict the reaction product. The product is: [Cl:10][C:8]1[N:7]=[CH:6][C:5]2[C:11](=[O:12])[N:13]([CH3:14])[CH2:15][CH2:16][O:17][C:4]=2[CH:9]=1.